Task: Predict which catalyst facilitates the given reaction.. Dataset: Catalyst prediction with 721,799 reactions and 888 catalyst types from USPTO (1) Reactant: NC1C=C(N[C:9]2[CH:14]=[C:13]([NH:15][C:16]3[CH:17]=[C:18]([CH:22]=[CH:23][CH:24]=3)C(O)=O)N3N=C[C:27]([CH2:28][CH2:29][CH2:30][CH2:31][C:32](O)=O)=[C:11]3[N:10]=2)C=CC=1.CCN([CH:41]([CH3:43])C)C(C)C.CN(C([O:51]N1N=NC2C=CC=NC1=2)=[N+](C)C)C.F[P-](F)(F)(F)(F)F.CN(C)C1CCNC1. Product: [C:16]1([N:15]2[CH2:43][CH2:41][CH2:32][CH2:31][CH2:30][CH2:29][CH2:28][CH2:27][C:11](=[O:51])[NH:10][CH2:9][CH2:14][CH2:13]2)[CH:24]=[CH:23][CH:22]=[CH:18][CH:17]=1. The catalyst class is: 37. (2) Reactant: [C:1]1([CH2:7][CH2:8][N:9]2[C:14](=[O:15])[C:13]3[CH:16]=[CH:17][S:18][C:12]=3[NH:11][C:10]2=[O:19])[CH:6]=[CH:5][CH:4]=[CH:3][CH:2]=1.Br[CH2:21][C:22]1[CH:27]=[CH:26][C:25]([C:28]2[CH:33]=[CH:32][CH:31]=[CH:30][C:29]=2[C:34]2[N:38]=[C:37](C(Cl)(Cl)Cl)[O:36][N:35]=2)=[CH:24][CH:23]=1.C(=O)([O-])[O-:44].[K+].[K+].CN(C)C=O. Product: [O:44]=[C:37]1[O:36][N:35]=[C:34]([C:29]2[CH:30]=[CH:31][CH:32]=[CH:33][C:28]=2[C:25]2[CH:26]=[CH:27][C:22]([CH2:21][N:11]3[C:12]4[S:18][CH:17]=[CH:16][C:13]=4[C:14](=[O:15])[N:9]([CH2:8][CH2:7][C:1]4[CH:6]=[CH:5][CH:4]=[CH:3][CH:2]=4)[C:10]3=[O:19])=[CH:23][CH:24]=2)[NH:38]1. The catalyst class is: 13. (3) The catalyst class is: 3. Reactant: [C:1]([N:5]1[C:9]2=[N:10][C:11]([NH:14][C:15](=[O:23])[C:16]3[CH:21]=[CH:20][C:19]([CH3:22])=[CH:18][CH:17]=3)=[CH:12][CH:13]=[C:8]2[C:7]([C:24]([OH:26])=O)=[CH:6]1)([CH3:4])([CH3:3])[CH3:2].[CH2:27]([NH2:29])[CH3:28].F[P-](F)(F)(F)(F)F.C[N+](C)=C(N(C)C)ON1C2N=CC=CC=2N=N1.C(N(CC)CC)C. Product: [CH2:27]([NH:29][C:24]([C:7]1[C:8]2[C:9](=[N:10][C:11]([NH:14][C:15](=[O:23])[C:16]3[CH:21]=[CH:20][C:19]([CH3:22])=[CH:18][CH:17]=3)=[CH:12][CH:13]=2)[N:5]([C:1]([CH3:3])([CH3:2])[CH3:4])[CH:6]=1)=[O:26])[CH3:28]. (4) Reactant: [Cl:1][C:2]1[CH:24]=[C:23]([S:25]([CH2:28][CH3:29])(=[O:27])=[O:26])[CH:22]=[CH:21][C:3]=1[O:4][C:5]1[CH:6]=[C:7]([CH2:17][C:18](O)=[O:19])[CH:8]=[C:9]([C:11]2[CH:16]=[CH:15][CH:14]=[CH:13][CH:12]=2)[CH:10]=1.C1N=CN(C(N2C=NC=C2)=O)C=1.[CH2:42]([S:44]([NH2:47])(=[O:46])=[O:45])[CH3:43].C1CCN2C(=NCCC2)CC1. Product: [Cl:1][C:2]1[CH:24]=[C:23]([S:25]([CH2:28][CH3:29])(=[O:26])=[O:27])[CH:22]=[CH:21][C:3]=1[O:4][C:5]1[CH:6]=[C:7]([CH2:17][C:18]([NH:47][S:44]([CH2:42][CH3:43])(=[O:46])=[O:45])=[O:19])[CH:8]=[C:9]([C:11]2[CH:12]=[CH:13][CH:14]=[CH:15][CH:16]=2)[CH:10]=1. The catalyst class is: 295. (5) Reactant: C(=O)([O-])[O-].[K+].[K+].[Br:7][C:8]1[CH:13]=[CH:12][CH:11]=[CH:10][C:9]=1[OH:14].F[C:16]1[CH:24]=[CH:23][C:22]([N+:25]([O-:27])=[O:26])=[CH:21][C:17]=1[C:18]([OH:20])=[O:19].C(OCC)(=O)C. Product: [Br:7][C:8]1[CH:13]=[CH:12][CH:11]=[CH:10][C:9]=1[O:14][C:16]1[CH:24]=[CH:23][C:22]([N+:25]([O-:27])=[O:26])=[CH:21][C:17]=1[C:18]([OH:20])=[O:19]. The catalyst class is: 80. (6) Reactant: [NH2:1][C:2]1[S:6][C:5]([C:7]2[CH:12]=[CH:11][C:10]([C:13]([OH:16])([CH3:15])[CH3:14])=[CH:9][CH:8]=2)=[N:4][C:3]=1[C:17]([NH2:19])=[O:18].CC(C1C=C(C(C)C)C(C2C=CC=CC=2P(C2CCCCC2)C2CCCCC2)=C(C(C)C)C=1)C.C(=O)([O-])[O-].[K+].[K+].Br[C:61]1[N:66]=[C:65]([CH:67]([N:70]2[CH2:75][CH2:74][S:73](=[O:77])(=[O:76])[CH2:72][CH2:71]2)[CH2:68][OH:69])[CH:64]=[CH:63][CH:62]=1. Product: [O:77]=[S:73]1(=[O:76])[CH2:72][CH2:71][N:70]([CH:67]([C:65]2[N:66]=[C:61]([NH:1][C:2]3[S:6][C:5]([C:7]4[CH:8]=[CH:9][C:10]([C:13]([OH:16])([CH3:15])[CH3:14])=[CH:11][CH:12]=4)=[N:4][C:3]=3[C:17]([NH2:19])=[O:18])[CH:62]=[CH:63][CH:64]=2)[CH2:68][OH:69])[CH2:75][CH2:74]1. The catalyst class is: 110. (7) Reactant: [O:1]1C=CC=[C:2]1[C:6]1[N:10]([C:11]2[CH:16]=[CH:15][CH:14]=[CH:13][CH:12]=2)[N:9]=[C:8]([C:17]([F:20])([F:19])[F:18])[CH:7]=1.[O-:21][Mn](=O)(=O)=O.[K+].C(O)(C)C. Product: [C:11]1([N:10]2[C:6]([C:2]([OH:1])=[O:21])=[CH:7][C:8]([C:17]([F:20])([F:19])[F:18])=[N:9]2)[CH:16]=[CH:15][CH:14]=[CH:13][CH:12]=1. The catalyst class is: 21. (8) Reactant: [NH2:1][C:2](=[O:37])[C@@H:3]([NH:12][C:13](=[O:36])[C@@H:14]([NH:16][C:17](=[O:35])[C@@H:18]([NH:20][C:21](=[O:34])[CH:22]([NH:26][C:27]1[S:28][C:29]([CH:32]=[O:33])=[CH:30][N:31]=1)[CH:23]([CH3:25])[CH3:24])[CH3:19])[CH3:15])[CH2:4][C:5]1[CH:10]=[CH:9][C:8]([OH:11])=[CH:7][CH:6]=1.[BH4-].[Na+]. Product: [NH2:1][C:2](=[O:37])[C@@H:3]([NH:12][C:13](=[O:36])[C@@H:14]([NH:16][C:17](=[O:35])[C@@H:18]([NH:20][C:21](=[O:34])[CH:22]([NH:26][C:27]1[S:28][C:29]([CH2:32][OH:33])=[CH:30][N:31]=1)[CH:23]([CH3:24])[CH3:25])[CH3:19])[CH3:15])[CH2:4][C:5]1[CH:6]=[CH:7][C:8]([OH:11])=[CH:9][CH:10]=1. The catalyst class is: 88.